This data is from Reaction yield outcomes from USPTO patents with 853,638 reactions. The task is: Predict the reaction yield, written as a fraction of the theoretical maximum amount of product (1.0 means a 100% yield; for example, 0.34 means a 34% yield). (1) The reactants are [Cl:1][C:2]1[CH:18]=[CH:17][C:5]([O:6][C:7]2[CH:16]=[CH:15][C:10]([C:11]([NH:13][CH3:14])=[O:12])=[CH:9][CH:8]=2)=[C:4]([N+:19]([O-])=O)[CH:3]=1.Cl[Sn]Cl. No catalyst specified. The product is [NH2:19][C:4]1[CH:3]=[C:2]([Cl:1])[CH:18]=[CH:17][C:5]=1[O:6][C:7]1[CH:16]=[CH:15][C:10]([C:11]([NH:13][CH3:14])=[O:12])=[CH:9][CH:8]=1. The yield is 0.550. (2) The catalyst is ClCCl. The yield is 0.750. The product is [CH3:1][S:2]([C:3]1[CH:10]=[CH:9][C:6]([C:7]#[N:8])=[CH:5][CH:4]=1)(=[O:19])=[O:22]. The reactants are [CH3:1][S:2][C:3]1[CH:10]=[CH:9][C:6]([C:7]#[N:8])=[CH:5][CH:4]=1.ClC1C=CC=C(C(OO)=[O:19])C=1.[OH-:22].[Na+]. (3) The reactants are C(OC(=O)C)(=O)C.[N+:8]([C:11]1[CH:12]=[C:13]([CH:16]=O)[S:14][CH:15]=1)([O-:10])=[O:9].Cl.[NH2:19]O. The catalyst is N1C=CC=CC=1. The product is [N+:8]([C:11]1[CH:12]=[C:13]([C:16]#[N:19])[S:14][CH:15]=1)([O-:10])=[O:9]. The yield is 0.680. (4) The catalyst is C(OCC)(=O)C.CO. The reactants are [CH3:1][C:2]([C:21]1[CH:26]=[CH:25][C:24](SC)=[CH:23][N:22]=1)([C:10]1[NH:11][C:12]([C:15]2[CH:20]=[CH:19][CH:18]=[CH:17][N:16]=2)=[CH:13][CH:14]=1)[CH2:3][CH:4]1[CH2:9][CH2:8][O:7][CH2:6][CH2:5]1.O1CCC[CH2:30]1.O.O[O:36][S:37]([O-:39])=O.[K+]. The yield is 0.610. The product is [CH3:1][C:2]([C:21]1[CH:26]=[CH:25][C:24]([S:37]([CH3:30])(=[O:39])=[O:36])=[CH:23][N:22]=1)([C:10]1[NH:11][C:12]([C:15]2[CH:20]=[CH:19][CH:18]=[CH:17][N:16]=2)=[CH:13][CH:14]=1)[CH2:3][CH:4]1[CH2:5][CH2:6][O:7][CH2:8][CH2:9]1. (5) The reactants are [Cl:1][C:2]1[CH:3]=[CH:4][C:5]([OH:13])=[C:6](/[CH:8]=[C:9](\[CH3:12])/[CH:10]=O)[CH:7]=1.CC1C=CC(S([NH:24][NH2:25])(=O)=O)=CC=1.[OH-].[Na+].[O:28]1[CH2:33][CH2:32][N:31]([S:34]([C:37]2[CH:38]=[C:39]([CH:43]=[CH:44][CH:45]=2)[C:40](Cl)=[O:41])(=[O:36])=[O:35])[CH2:30][CH2:29]1. The catalyst is C(#N)C. The product is [Cl:1][C:2]1[CH:3]=[CH:4][C:5]([OH:13])=[C:6]([C:8]2[C:9]([CH3:12])=[CH:10][N:25]([C:40]([C:39]3[CH:43]=[CH:44][CH:45]=[C:37]([S:34]([N:31]4[CH2:32][CH2:33][O:28][CH2:29][CH2:30]4)(=[O:36])=[O:35])[CH:38]=3)=[O:41])[N:24]=2)[CH:7]=1. The yield is 0.313. (6) The reactants are CN(C)[CH:3]=[O:4].[CH3:6][O:7][C:8]([C:10]1[N:11]([C:30]2[CH:35]=[CH:34][CH:33]=[CH:32][C:31]=2[C:36]([F:39])([F:38])[F:37])[S:12](=[O:29])(=[O:28])[C:13]2[CH:27]=[CH:26][CH:25]=[CH:24][C:14]=2[C:15]=1OS(C(F)(F)F)(=O)=O)=[O:9].C(=O)([O-])[O-].[K+].[K+].[CH3:46][O:47][C:48]1[CH:53]=[CH:52][CH:51]=[CH:50][C:49]=1B(O)O. The catalyst is C1(P(C2C=CC=CC=2)C2C=CC=CC=2)C=CC=CC=1.C1(P(C2C=CC=CC=2)C2C=CC=CC=2)C=CC=CC=1.C1(P(C2C=CC=CC=2)C2C=CC=CC=2)C=CC=CC=1.C1(P(C2C=CC=CC=2)C2C=CC=CC=2)C=CC=CC=1.[Pd].C(OCC)C.C1(C)C=CC=CC=1. The product is [CH3:6][O:7][C:8]([C:10]1[N:11]([C:30]2[CH:35]=[CH:34][CH:33]=[CH:32][C:31]=2[C:36]([F:38])([F:39])[F:37])[S:12](=[O:28])(=[O:29])[C:13]2[CH:27]=[CH:26][CH:25]=[CH:24][C:14]=2[C:15]=1[C:52]1[CH:53]=[C:48]([O:47][CH3:46])[CH:49]=[C:50]([O:4][CH3:3])[CH:51]=1)=[O:9]. The yield is 0.830. (7) The reactants are [Cl:1][C:2]1[C:9]([OH:10])=[CH:8][CH:7]=[CH:6][C:3]=1[CH:4]=O.[Cl-].O[NH3+:13]. The catalyst is C(O)(=O)C.C(OCC)(=O)C. The yield is 1.00. The product is [Cl:1][C:2]1[C:9]([OH:10])=[CH:8][CH:7]=[CH:6][C:3]=1[C:4]#[N:13].